Dataset: Catalyst prediction with 721,799 reactions and 888 catalyst types from USPTO. Task: Predict which catalyst facilitates the given reaction. (1) Product: [OH:25][CH2:24][CH2:23][O:1][C:2]1[CH:3]=[C:4]2[C:9](=[CH:10][CH:11]=1)[N:8]=[CH:7][CH:6]=[C:5]2[S:12][C:13]1([C:17]([O:19][CH2:20][CH3:21])=[O:18])[CH2:14][CH2:15][CH2:16]1. Reactant: [OH:1][C:2]1[CH:3]=[C:4]2[C:9](=[CH:10][CH:11]=1)[N:8]=[CH:7][CH:6]=[C:5]2[S:12][C:13]1([C:17]([O:19][CH2:20][CH3:21])=[O:18])[CH2:16][CH2:15][CH2:14]1.Br[CH2:23][CH2:24][OH:25].C(=O)([O-])[O-].[K+].[K+].CN(C)C=O. The catalyst class is: 84. (2) Reactant: [CH2:1]([O:4][C:5](Cl)=[O:6])[CH2:2]Cl.Cl.[Br:9][C:10]1[CH:15]=[CH:14][C:13]([CH2:16][NH2:17])=[C:12]([F:18])[CH:11]=1.C(N(CC)CC)C.CC(C)([O-])C.[K+]. Product: [Br:9][C:10]1[CH:15]=[CH:14][C:13]([CH2:16][N:17]2[CH2:2][CH2:1][O:4][C:5]2=[O:6])=[C:12]([F:18])[CH:11]=1. The catalyst class is: 76.